From a dataset of Merck oncology drug combination screen with 23,052 pairs across 39 cell lines. Regression. Given two drug SMILES strings and cell line genomic features, predict the synergy score measuring deviation from expected non-interaction effect. Drug 1: Cn1nnc2c(C(N)=O)ncn2c1=O. Drug 2: COC1=C2CC(C)CC(OC)C(O)C(C)C=C(C)C(OC(N)=O)C(OC)C=CC=C(C)C(=O)NC(=CC1=O)C2=O. Cell line: HT29. Synergy scores: synergy=-9.80.